From a dataset of Reaction yield outcomes from USPTO patents with 853,638 reactions. Predict the reaction yield, written as a fraction of the theoretical maximum amount of product (1.0 means a 100% yield; for example, 0.34 means a 34% yield). (1) The reactants are Br[C:2]1[S:10][C:9]2[C:4](=[N:5][CH:6]=[CH:7][C:8]=2[O:11][C:12]2[CH:17]=[CH:16][C:15]([N+:18]([O-:20])=[O:19])=[CH:14][C:13]=2[F:21])[CH:3]=1.[CH3:22][O:23][C:24]1[N:29]=[CH:28][C:27](B(O)O)=[CH:26][CH:25]=1.[F-].[Cs+].C([O-])(O)=O.[Na+]. The catalyst is COCCOC.O. The product is [F:21][C:13]1[CH:14]=[C:15]([N+:18]([O-:20])=[O:19])[CH:16]=[CH:17][C:12]=1[O:11][C:8]1[CH:7]=[CH:6][N:5]=[C:4]2[CH:3]=[C:2]([C:27]3[CH:28]=[N:29][C:24]([O:23][CH3:22])=[CH:25][CH:26]=3)[S:10][C:9]=12. The yield is 0.320. (2) The reactants are Cl.CN(C)CCCN=C=NCC.[C:13]([CH2:16][CH2:17][CH2:18][O:19][C:20]1[CH:29]=[C:28]2[C:23]([C:24]([NH:30][C:31]3[CH:36]=[CH:35][C:34]([Cl:37])=[CH:33][C:32]=3[F:38])=[N:25][CH:26]=[N:27]2)=[CH:22][C:21]=1[O:39][CH3:40])(O)=[O:14].[NH:41]1[CH2:46][CH2:45][O:44][CH2:43][CH2:42]1. The catalyst is CN(C)C1C=CN=CC=1.CN(C=O)C. The product is [Cl:37][C:34]1[CH:35]=[CH:36][C:31]([NH:30][C:24]2[C:23]3[C:28](=[CH:29][C:20]([O:19][CH2:18][CH2:17][CH2:16][C:13]([N:41]4[CH2:46][CH2:45][O:44][CH2:43][CH2:42]4)=[O:14])=[C:21]([O:39][CH3:40])[CH:22]=3)[N:27]=[CH:26][N:25]=2)=[C:32]([F:38])[CH:33]=1. The yield is 0.460. (3) The reactants are [Br:1]N1C(=O)CCC1=O.[C:9]([C:11]1[C:15]([Si:16]([CH3:19])([CH3:18])[CH3:17])=[CH:14][S:13][C:12]=1[C:20](=[NH:24])[N:21]([CH3:23])[CH3:22])#[N:10]. The catalyst is CN(C=O)C.C(OCC)(=O)C. The product is [Br:1][C:14]1[S:13][C:12]([C:20](=[NH:24])[N:21]([CH3:22])[CH3:23])=[C:11]([C:9]#[N:10])[C:15]=1[Si:16]([CH3:19])([CH3:17])[CH3:18]. The yield is 0.800. (4) The reactants are [OH:1][C@H:2]1[CH2:6][N:5]([C:7]([O:9][C:10]([CH3:13])([CH3:12])[CH3:11])=[O:8])[C@H:4]([C:14]([O:16][CH3:17])=[O:15])[CH2:3]1.[C:18]([N:25]1[CH:29]=[CH:28]N=[CH:26]1)(N1C=CN=C1)=[O:19].[CH:30]([C:32]1C=[CH:39][CH:38]=[C:37]2[C:33]=1CNC2)=[CH2:31].S(=O)(=O)(O)[O-].[K+]. The catalyst is CN(C=O)C.O. The product is [CH:38]([C:37]1[CH:33]=[CH:32][CH:30]=[C:31]2[C:28]=1[CH2:29][N:25]([C:18]([O:1][C@H:2]1[CH2:6][N:5]([C:7]([O:9][C:10]([CH3:11])([CH3:12])[CH3:13])=[O:8])[C@H:4]([C:14]([O:16][CH3:17])=[O:15])[CH2:3]1)=[O:19])[CH2:26]2)=[CH2:39]. The yield is 0.810. (5) The reactants are [C:1]([O:5][C:6](=[O:19])[NH:7][CH2:8][CH2:9][CH2:10][CH2:11][C:12]1[CH:17]=[CH:16][C:15]([NH2:18])=[CH:14][CH:13]=1)([CH3:4])([CH3:3])[CH3:2].C(N(CC)CC)C.[CH3:27][S:28](Cl)(=[O:30])=[O:29]. The catalyst is C1COCC1.CN(C)C1C=CN=CC=1. The product is [C:1]([O:5][C:6](=[O:19])[NH:7][CH2:8][CH2:9][CH2:10][CH2:11][C:12]1[CH:13]=[CH:14][C:15]([N:18]([S:28]([CH3:27])(=[O:30])=[O:29])[S:28]([CH3:27])(=[O:30])=[O:29])=[CH:16][CH:17]=1)([CH3:4])([CH3:2])[CH3:3]. The yield is 0.830. (6) The reactants are [CH:1]1([N:7]2[C:12]([OH:13])=[C:11]([C:14]([NH:16][CH2:17][C:18]([O:20]CC)=[O:19])=[O:15])[C:10](=[O:23])[NH:9][C:8]2=[O:24])[CH2:6][CH2:5][CH2:4][CH2:3][CH2:2]1.C(=O)([O-])[O-].[K+].[K+].[CH:31]1([CH2:37][CH2:38]Br)[CH2:36][CH2:35][CH2:34][CH2:33][CH2:32]1.Cl. The catalyst is CC(N(C)C)=O. The product is [CH:1]1([N:7]2[C:12]([OH:13])=[C:11]([C:14]([NH:16][CH2:17][C:18]([OH:20])=[O:19])=[O:15])[C:10](=[O:23])[N:9]([CH2:38][CH2:37][CH:31]3[CH2:36][CH2:35][CH2:34][CH2:33][CH2:32]3)[C:8]2=[O:24])[CH2:2][CH2:3][CH2:4][CH2:5][CH2:6]1. The yield is 0.420. (7) The reactants are [F:1][CH:2]([F:33])[C:3]1[N:7]([C:8]2[N:13]=[C:12]([N:14]3[CH2:19][CH2:18][O:17][CH2:16][CH2:15]3)[N:11]=[C:10]([N:20]3[CH2:25][CH2:24][CH:23]([NH2:26])[CH2:22][CH2:21]3)[N:9]=2)[C:6]2[CH:27]=[CH:28][CH:29]=[C:30]([O:31][CH3:32])[C:5]=2[N:4]=1.[CH3:34][S:35](Cl)(=[O:37])=[O:36].C([O-])([O-])=O.[K+].[K+]. The catalyst is C(Cl)Cl. The product is [F:33][CH:2]([F:1])[C:3]1[N:7]([C:8]2[N:13]=[C:12]([N:14]3[CH2:19][CH2:18][O:17][CH2:16][CH2:15]3)[N:11]=[C:10]([N:20]3[CH2:25][CH2:24][CH:23]([NH:26][S:35]([CH3:34])(=[O:37])=[O:36])[CH2:22][CH2:21]3)[N:9]=2)[C:6]2[CH:27]=[CH:28][CH:29]=[C:30]([O:31][CH3:32])[C:5]=2[N:4]=1. The yield is 0.970. (8) The reactants are [Br:1][C:2]1[CH:7]=[C:6](Br)[CH:5]=[C:4](Br)[CH:3]=1.C([Li])CCC.[CH3:15][Si:16]([CH3:19])([CH3:18])Cl. The product is [CH3:15][Si:16]([CH3:19])([CH3:18])[C:4]1[CH:3]=[C:2]([Br:1])[CH:7]=[C:6]([Si:16]([CH3:19])([CH3:18])[CH3:15])[CH:5]=1. The catalyst is C(OCC)C. The yield is 0.700. (9) The reactants are C([SiH](CC)CC)C.[CH2:8]([O:10][C:11]([C:13]1[NH:14][CH:15]=[C:16]([C:18](=O)[CH2:19][C:20]2[CH:25]=[CH:24][C:23]([Cl:26])=[CH:22][CH:21]=2)[CH:17]=1)=[O:12])[CH3:9]. The catalyst is FC(F)(F)C(O)=O. The product is [CH2:8]([O:10][C:11]([C:13]1[NH:14][CH:15]=[C:16]([CH2:18][CH2:19][C:20]2[CH:21]=[CH:22][C:23]([Cl:26])=[CH:24][CH:25]=2)[CH:17]=1)=[O:12])[CH3:9]. The yield is 0.426. (10) The catalyst is O. The product is [Br:1][C:12]1[CH:13]=[N:14][C:6]([OH:5])=[C:7]([CH:11]=1)[C:8]([OH:10])=[O:9]. The reactants are [Br:1]Br.[OH-].[Na+].[OH:5][C:6]1[N:14]=[CH:13][CH:12]=[CH:11][C:7]=1[C:8]([OH:10])=[O:9].Cl. The yield is 0.870.